Dataset: Reaction yield outcomes from USPTO patents with 853,638 reactions. Task: Predict the reaction yield, written as a fraction of the theoretical maximum amount of product (1.0 means a 100% yield; for example, 0.34 means a 34% yield). (1) The reactants are [CH3:1][O:2][C:3]([NH:5][C@@H:6]([CH:20]([CH3:22])[CH3:21])[C:7]([N:9]1[C@@H:13]([CH3:14])[CH2:12][CH2:11][C@H:10]1[C:15]([O:17]CC)=[O:16])=[O:8])=[O:4].[Li+].[OH-]. The catalyst is CO. The product is [CH3:1][O:2][C:3]([NH:5][C@@H:6]([CH:20]([CH3:22])[CH3:21])[C:7]([N:9]1[C@@H:13]([CH3:14])[CH2:12][CH2:11][C@H:10]1[C:15]([OH:17])=[O:16])=[O:8])=[O:4]. The yield is 0.560. (2) The reactants are [Cl:1][C:2]1[C:3]([C:46](=[O:56])[N:47]([CH2:52][CH2:53][CH2:54][CH3:55])[CH2:48][CH2:49][CH2:50][CH3:51])=[N:4][N:5]([C:8]2[CH:29]=[CH:28][C:27]([C:30](=[O:45])[NH:31][S:32]([C:35]3[CH:44]=[CH:43][C:42]4[C:37](=[CH:38][CH:39]=[CH:40][CH:41]=4)[CH:36]=3)(=[O:34])=[O:33])=[CH:26][C:9]=2[C:10](N2[C@@H](C(OC)=O)CC3C(=CC=CC=3)C2)=[O:11])[C:6]=1[CH3:7].ClC1C(C(=O)N(CCCC)CCCC)=NN(C2C=CC(C(=O)NS(C3C=CC4C(=CC=CC=4)C=3)(=O)=O)=CC=2C(O)=O)C=1C.[CH3:100][C:101]1([CH3:111])[C:110]2[C:105](=[CH:106][CH:107]=[CH:108][CH:109]=2)[CH2:104][NH:103][CH2:102]1. No catalyst specified. The product is [CH2:52]([N:47]([CH2:48][CH2:49][CH2:50][CH3:51])[C:46]([C:3]1[C:2]([Cl:1])=[C:6]([CH3:7])[N:5]([C:8]2[CH:29]=[CH:28][C:27]([C:30](=[O:45])[NH:31][S:32]([C:35]3[CH:44]=[CH:43][C:42]4[C:37](=[CH:38][CH:39]=[CH:40][CH:41]=4)[CH:36]=3)(=[O:33])=[O:34])=[CH:26][C:9]=2[C:10]([N:103]2[CH2:102][C:101]([CH3:111])([CH3:100])[C:110]3[C:105](=[CH:106][CH:107]=[CH:108][CH:109]=3)[CH2:104]2)=[O:11])[N:4]=1)=[O:56])[CH2:53][CH2:54][CH3:55]. The yield is 0.340.